From a dataset of hERG potassium channel inhibition data for cardiac toxicity prediction from Karim et al.. Regression/Classification. Given a drug SMILES string, predict its toxicity properties. Task type varies by dataset: regression for continuous values (e.g., LD50, hERG inhibition percentage) or binary classification for toxic/non-toxic outcomes (e.g., AMES mutagenicity, cardiotoxicity, hepatotoxicity). Dataset: herg_karim. The drug is Fc1ccc(Cn2c(NC3CCNCC3)nc3ccccc32)cc1. The result is 1 (blocker).